From a dataset of TCR-epitope binding with 47,182 pairs between 192 epitopes and 23,139 TCRs. Binary Classification. Given a T-cell receptor sequence (or CDR3 region) and an epitope sequence, predict whether binding occurs between them. (1) The epitope is YLNTLTLAV. The TCR CDR3 sequence is CSVEGTGVSYEQYF. Result: 1 (the TCR binds to the epitope). (2) The epitope is NLVPMVATV. The TCR CDR3 sequence is CASSLSGSNNEQFF. Result: 0 (the TCR does not bind to the epitope). (3) The epitope is LEPLVDLPI. The TCR CDR3 sequence is CASNQGGISYGYTF. Result: 0 (the TCR does not bind to the epitope).